This data is from Reaction yield outcomes from USPTO patents with 853,638 reactions. The task is: Predict the reaction yield, written as a fraction of the theoretical maximum amount of product (1.0 means a 100% yield; for example, 0.34 means a 34% yield). The reactants are [CH:1]([C:3]1[CH:4]=[CH:5][C:6]([O:9][C:10]2[CH:18]=[CH:17][C:13]([C:14]([NH2:16])=[O:15])=[CH:12][CH:11]=2)=[N:7][CH:8]=1)=O.[C:19]1([CH:25]2[CH2:29][CH2:28][NH:27][CH2:26]2)[CH:24]=[CH:23][CH:22]=[CH:21][CH:20]=1.C(O[BH-](OC(=O)C)OC(=O)C)(=O)C.[Na+].CC(O)=O. The catalyst is C(Cl)Cl. The product is [C:19]1([CH:25]2[CH2:29][CH2:28][N:27]([CH2:1][C:3]3[CH:4]=[CH:5][C:6]([O:9][C:10]4[CH:18]=[CH:17][C:13]([C:14]([NH2:16])=[O:15])=[CH:12][CH:11]=4)=[N:7][CH:8]=3)[CH2:26]2)[CH:24]=[CH:23][CH:22]=[CH:21][CH:20]=1. The yield is 0.360.